Dataset: NCI-60 drug combinations with 297,098 pairs across 59 cell lines. Task: Regression. Given two drug SMILES strings and cell line genomic features, predict the synergy score measuring deviation from expected non-interaction effect. (1) Drug 1: CCCCC(=O)OCC(=O)C1(CC(C2=C(C1)C(=C3C(=C2O)C(=O)C4=C(C3=O)C=CC=C4OC)O)OC5CC(C(C(O5)C)O)NC(=O)C(F)(F)F)O. Drug 2: CC1CCC2CC(C(=CC=CC=CC(CC(C(=O)C(C(C(=CC(C(=O)CC(OC(=O)C3CCCCN3C(=O)C(=O)C1(O2)O)C(C)CC4CCC(C(C4)OC)O)C)C)O)OC)C)C)C)OC. Cell line: NCI/ADR-RES. Synergy scores: CSS=22.7, Synergy_ZIP=-3.67, Synergy_Bliss=5.65, Synergy_Loewe=6.94, Synergy_HSA=5.85. (2) Drug 1: CC12CCC(CC1=CCC3C2CCC4(C3CC=C4C5=CN=CC=C5)C)O. Drug 2: C1=CN(C(=O)N=C1N)C2C(C(C(O2)CO)O)O.Cl. Cell line: NCI-H322M. Synergy scores: CSS=3.18, Synergy_ZIP=-1.31, Synergy_Bliss=1.87, Synergy_Loewe=-5.48, Synergy_HSA=1.04. (3) Drug 2: CC=C1C(=O)NC(C(=O)OC2CC(=O)NC(C(=O)NC(CSSCCC=C2)C(=O)N1)C(C)C)C(C)C. Drug 1: C1=CN(C(=O)N=C1N)C2C(C(C(O2)CO)O)O.Cl. Synergy scores: CSS=83.2, Synergy_ZIP=1.16, Synergy_Bliss=-3.28, Synergy_Loewe=-40.5, Synergy_HSA=-6.62. Cell line: HL-60(TB). (4) Synergy scores: CSS=28.5, Synergy_ZIP=1.20, Synergy_Bliss=1.93, Synergy_Loewe=-41.5, Synergy_HSA=2.53. Drug 2: C1=CC=C(C(=C1)C(C2=CC=C(C=C2)Cl)C(Cl)Cl)Cl. Drug 1: CCC1=CC2CC(C3=C(CN(C2)C1)C4=CC=CC=C4N3)(C5=C(C=C6C(=C5)C78CCN9C7C(C=CC9)(C(C(C8N6C)(C(=O)OC)O)OC(=O)C)CC)OC)C(=O)OC.C(C(C(=O)O)O)(C(=O)O)O. Cell line: OVCAR-8. (5) Drug 1: CC1=C(C=C(C=C1)NC(=O)C2=CC=C(C=C2)CN3CCN(CC3)C)NC4=NC=CC(=N4)C5=CN=CC=C5. Drug 2: CC1CCCC2(C(O2)CC(NC(=O)CC(C(C(=O)C(C1O)C)(C)C)O)C(=CC3=CSC(=N3)C)C)C. Cell line: A498. Synergy scores: CSS=41.0, Synergy_ZIP=6.04, Synergy_Bliss=5.65, Synergy_Loewe=-22.0, Synergy_HSA=5.45. (6) Drug 1: CCCCCOC(=O)NC1=NC(=O)N(C=C1F)C2C(C(C(O2)C)O)O. Drug 2: C1CN(CCN1C(=O)CCBr)C(=O)CCBr. Cell line: A549. Synergy scores: CSS=22.5, Synergy_ZIP=8.33, Synergy_Bliss=8.45, Synergy_Loewe=-3.83, Synergy_HSA=6.40. (7) Drug 1: CC1=C(C=C(C=C1)NC(=O)C2=CC=C(C=C2)CN3CCN(CC3)C)NC4=NC=CC(=N4)C5=CN=CC=C5. Drug 2: N.N.Cl[Pt+2]Cl. Cell line: OVCAR-5. Synergy scores: CSS=37.5, Synergy_ZIP=-9.71, Synergy_Bliss=0.699, Synergy_Loewe=0.823, Synergy_HSA=1.19.